From a dataset of Reaction yield outcomes from USPTO patents with 853,638 reactions. Predict the reaction yield, written as a fraction of the theoretical maximum amount of product (1.0 means a 100% yield; for example, 0.34 means a 34% yield). (1) The reactants are [N+:1]([C:4]1[C:8]2[CH:9]=[CH:10][CH:11]=[CH:12][C:7]=2[S:6][C:5]=1[S:13]([O-:16])(=[O:15])=[O:14])([O-:3])=[O:2].C(=O)([O-])[O-].[Ag+2:21].CCCCCC.C(OCC)(=O)C. The catalyst is C(#N)C.O. The product is [N+:1]([C:4]1[C:8]2[CH:9]=[CH:10][CH:11]=[CH:12][C:7]=2[S:6][C:5]=1[S:13]([O-:16])(=[O:14])=[O:15])([O-:3])=[O:2].[Ag+:21]. The yield is 0.982. (2) The reactants are [CH2:1]([N:3]1[C:7]([C:8]([OH:10])=O)=[CH:6][C:5]([CH3:11])=[N:4]1)[CH3:2].S(Cl)(Cl)=O.[NH2:16][C:17]1[CH:34]=[CH:33][C:20]([C:21]([C:23]2[CH:24]=[C:25]3[C:29](=[CH:30][CH:31]=2)[NH:28][C:27](=[O:32])[CH2:26]3)=[O:22])=[CH:19][CH:18]=1. The catalyst is C1COCC1. The product is [O:32]=[C:27]1[CH2:26][C:25]2[C:29](=[CH:30][CH:31]=[C:23]([C:21]([C:20]3[CH:33]=[CH:34][C:17]([NH:16][C:8]([C:7]4[N:3]([CH2:1][CH3:2])[N:4]=[C:5]([CH3:11])[CH:6]=4)=[O:10])=[CH:18][CH:19]=3)=[O:22])[CH:24]=2)[NH:28]1. The yield is 0.720. (3) The reactants are [CH3:1][O:2][C:3]1[CH:8]=[CH:7][CH:6]=[CH:5][C:4]=1[C:9]1[NH:26][C:13]2[CH2:14][CH2:15][N:16]([C:19]([O:21][C:22]([CH3:25])([CH3:24])[CH3:23])=[O:20])[CH2:17][CH2:18][C:12]=2[C:11](=[O:27])[N:10]=1.[H-].[Li+].[Li+].[Br-].Br[CH2:33][CH2:34][C:35]1[CH:40]=[CH:39][CH:38]=[CH:37][CH:36]=1. The catalyst is CN(C=O)C. The product is [CH3:1][O:2][C:3]1[CH:8]=[CH:7][CH:6]=[CH:5][C:4]=1[C:9]1[N:10]([CH2:33][CH2:34][C:35]2[CH:40]=[CH:39][CH:38]=[CH:37][CH:36]=2)[C:11](=[O:27])[C:12]2[CH2:18][CH2:17][N:16]([C:19]([O:21][C:22]([CH3:24])([CH3:23])[CH3:25])=[O:20])[CH2:15][CH2:14][C:13]=2[N:26]=1. The yield is 0.610. (4) The reactants are Cl[C:2]1[C:3]2[CH:20]=[CH:19][C:18](=[O:21])[N:17]([C:22]3[C:27]([F:28])=[CH:26][CH:25]=[CH:24][C:23]=3[F:29])[C:4]=2[N:5]=[C:6]([NH:8][CH2:9][CH2:10][CH2:11][N:12]([CH2:15][CH3:16])[CH2:13][CH3:14])[N:7]=1.[CH3:30][C:31]1[C:39](B2OC(C)(C)C(C)(C)O2)=[CH:38][CH:37]=[CH:36][C:32]=1[C:33]([OH:35])=[O:34].C(=O)([O-])[O-].[K+].[K+]. The catalyst is O1CCOCC1.O.C1C=CC([P]([Pd]([P](C2C=CC=CC=2)(C2C=CC=CC=2)C2C=CC=CC=2)([P](C2C=CC=CC=2)(C2C=CC=CC=2)C2C=CC=CC=2)[P](C2C=CC=CC=2)(C2C=CC=CC=2)C2C=CC=CC=2)(C2C=CC=CC=2)C2C=CC=CC=2)=CC=1. The product is [CH2:13]([N:12]([CH2:15][CH3:16])[CH2:11][CH2:10][CH2:9][NH:8][C:6]1[N:7]=[C:2]([C:39]2[C:31]([CH3:30])=[C:32]([CH:36]=[CH:37][CH:38]=2)[C:33]([OH:35])=[O:34])[C:3]2[CH:20]=[CH:19][C:18](=[O:21])[N:17]([C:22]3[C:27]([F:28])=[CH:26][CH:25]=[CH:24][C:23]=3[F:29])[C:4]=2[N:5]=1)[CH3:14]. The yield is 0.990.